From a dataset of Catalyst prediction with 721,799 reactions and 888 catalyst types from USPTO. Predict which catalyst facilitates the given reaction. (1) Reactant: [OH-].[K+].[C:3]([O:7][C:8]([NH:10][C@H:11]1[C:15]2([CH2:17][CH2:16]2)[CH2:14][N:13]([C:18]2[C:28]([F:29])=[CH:27][C:21]([C:22]([O:24]CC)=[O:23])=[C:20]([F:30])[C:19]=2[O:31][CH3:32])[CH2:12]1)=[O:9])([CH3:6])([CH3:5])[CH3:4].Cl. Product: [C:3]([O:7][C:8]([NH:10][C@H:11]1[C:15]2([CH2:17][CH2:16]2)[CH2:14][N:13]([C:18]2[C:28]([F:29])=[CH:27][C:21]([C:22]([OH:24])=[O:23])=[C:20]([F:30])[C:19]=2[O:31][CH3:32])[CH2:12]1)=[O:9])([CH3:6])([CH3:5])[CH3:4]. The catalyst class is: 8. (2) Reactant: FC(F)(F)S([O:6][S:7]([C:10]([F:13])([F:12])[F:11])(=[O:9])=[O:8])(=O)=O.[CH3:16][O:17][C:18](=[O:42])[CH:19]([C:24]1[CH:25]=[C:26]([C:31]2[CH:36]=[CH:35][C:34]([Cl:37])=[C:33]([C:38]([F:41])([F:40])[F:39])[CH:32]=2)[CH:27]=[C:28](O)[CH:29]=1)[CH2:20][CH:21]([CH3:23])[CH3:22].N1C=CC=CC=1.Cl. Product: [CH3:16][O:17][C:18](=[O:42])[CH:19]([C:24]1[CH:25]=[C:26]([C:31]2[CH:36]=[CH:35][C:34]([Cl:37])=[C:33]([C:38]([F:41])([F:39])[F:40])[CH:32]=2)[CH:27]=[C:28]([O:6][S:7]([C:10]([F:11])([F:12])[F:13])(=[O:8])=[O:9])[CH:29]=1)[CH2:20][CH:21]([CH3:23])[CH3:22]. The catalyst class is: 2. (3) Reactant: C[O:2][C:3]([CH:5]1[CH2:9][CH2:8][CH2:7][N:6]1[CH2:10][C@@H:11]1[C@@H:16]([OH:17])[C@H:15]([OH:18])[C@@H:14]([OH:19])[C@H:13]([C:20]2[CH:25]=[CH:24][C:23]([Cl:26])=[C:22]([CH2:27][C:28]3[CH:33]=[CH:32][C:31]([O:34][CH2:35][CH3:36])=[CH:30][CH:29]=3)[CH:21]=2)[O:12]1)=[O:4].[Li+].[OH-]. Product: [Cl:26][C:23]1[CH:24]=[CH:25][C:20]([C@@H:13]2[O:12][C@H:11]([CH2:10][N:6]3[CH2:7][CH2:8][CH2:9][CH:5]3[C:3]([OH:4])=[O:2])[C@@H:16]([OH:17])[C@H:15]([OH:18])[C@H:14]2[OH:19])=[CH:21][C:22]=1[CH2:27][C:28]1[CH:29]=[CH:30][C:31]([O:34][CH2:35][CH3:36])=[CH:32][CH:33]=1. The catalyst class is: 87. (4) Reactant: [CH3:1][O:2][C:3](=[O:9])[CH2:4][S:5][CH2:6][CH2:7][CH3:8].C[O-].[Na+].[CH:13](OC)=O.[F:17][C:18]([F:28])([F:27])[O:19][C:20]1[CH:25]=[CH:24][CH:23]=[CH:22][C:21]=1[NH2:26].Cl. Product: [CH3:1][O:2][C:3](=[O:9])[C:4]([S:5][CH2:6][CH2:7][CH3:8])=[CH:13][NH:26][C:21]1[CH:22]=[CH:23][CH:24]=[CH:25][C:20]=1[O:19][C:18]([F:27])([F:28])[F:17]. The catalyst class is: 280. (5) Reactant: Cl.[CH2:2]1[C:5]2([CH2:9][CH2:8][O:7][CH2:6]2)[CH2:4][NH:3]1.C(N(CC)CC)C.[CH3:17][O:18][C:19]1[CH:24]=[CH:23][C:22]([C:25]2[O:29][C:28]([C:30]([N:32]3[CH2:35][CH:34]([O:36][C:37]4[CH:44]=[CH:43][C:40]([CH:41]=O)=[CH:39][CH:38]=4)[CH2:33]3)=[O:31])=[N:27][N:26]=2)=[CH:21][CH:20]=1.[Na].C([O-])(O)=O.[Na+]. Product: [CH2:2]1[C:5]2([CH2:9][CH2:8][O:7][CH2:6]2)[CH2:4][N:3]1[CH2:41][C:40]1[CH:39]=[CH:38][C:37]([O:36][CH:34]2[CH2:35][N:32]([C:30]([C:28]3[O:29][C:25]([C:22]4[CH:23]=[CH:24][C:19]([O:18][CH3:17])=[CH:20][CH:21]=4)=[N:26][N:27]=3)=[O:31])[CH2:33]2)=[CH:44][CH:43]=1. The catalyst class is: 4. (6) Reactant: [CH3:1][C:2]1[S:6][CH:5]=[N:4][CH:3]=1.C([Li])CCC.[CH:12]1([C:18]([C:20]2[CH:25]=[CH:24][CH:23]=[CH:22][CH:21]=2)=[O:19])[CH2:17][CH2:16][CH2:15][CH2:14][CH2:13]1. Product: [CH:20]1([C:18]([C:5]2[S:6][C:2]([CH3:1])=[CH:3][N:4]=2)([C:12]2[CH:13]=[CH:14][CH:15]=[CH:16][CH:17]=2)[OH:19])[CH2:21][CH2:22][CH2:23][CH2:24][CH2:25]1. The catalyst class is: 1. (7) The catalyst class is: 2. Product: [C:31]([O:34][C:35](=[O:36])[N:14]([CH2:13][CH2:12][C:4]1[CH:5]=[CH:6][C:7]([N+:9]([O-:11])=[O:10])=[CH:8][C:3]=1[Cl:2])[CH2:15][C:16]1[CH:17]=[CH:18][C:19]([F:22])=[CH:20][CH:21]=1)([CH3:33])([CH3:32])[CH3:30]. Reactant: Cl.[Cl:2][C:3]1[CH:8]=[C:7]([N+:9]([O-:11])=[O:10])[CH:6]=[CH:5][C:4]=1[CH2:12][CH2:13][NH:14][CH2:15][C:16]1[CH:21]=[CH:20][C:19]([F:22])=[CH:18][CH:17]=1.C(N(CC)CC)C.[CH3:30][C:31]([O:34][C:35](O[C:35]([O:34][C:31]([CH3:33])([CH3:32])[CH3:30])=[O:36])=[O:36])([CH3:33])[CH3:32].O. (8) Reactant: [C:1]([NH:8][C:9]([CH3:14])([C:11]([OH:13])=O)[CH3:10])([O:3][C:4]([CH3:7])([CH3:6])[CH3:5])=[O:2].Cl.[CH2:16]([O:18][C:19](=[O:31])[C@H:20]([CH2:22][O:23][CH2:24][C:25]1[CH:30]=[CH:29][CH:28]=[CH:27][CH:26]=1)[NH2:21])[CH3:17].C(N=C=NCCCN(C)C)C.ON1C2N=CC=CC=2N=N1.C(N(CC)CC)C. Product: [CH2:16]([O:18][C:19](=[O:31])[C@H:20]([CH2:22][O:23][CH2:24][C:25]1[CH:30]=[CH:29][CH:28]=[CH:27][CH:26]=1)[NH:21][C:11](=[O:13])[C:9]([NH:8][C:1]([O:3][C:4]([CH3:5])([CH3:6])[CH3:7])=[O:2])([CH3:10])[CH3:14])[CH3:17]. The catalyst class is: 2. (9) Reactant: [CH2:1]([O:3][P:4]([C:9]([C:12]1[CH:21]=[C:20]2[C:15]([CH:16]=[CH:17][C:18]([CH:22]=[O:23])=[N:19]2)=[CH:14][C:13]=1[Br:24])([F:11])[F:10])(=[O:8])[O:5][CH2:6][CH3:7])[CH3:2].[OH:25]O. Product: [Br:24][C:13]1[CH:14]=[C:15]2[C:20](=[CH:21][C:12]=1[C:9]([P:4]([O:5][CH2:6][CH3:7])([O:3][CH2:1][CH3:2])=[O:8])([F:10])[F:11])[N:19]=[C:18]([C:22]([OH:25])=[O:23])[CH:17]=[CH:16]2. The catalyst class is: 106. (10) The catalyst class is: 9. Product: [CH3:1][CH:2]1[N:7]([C:10]2[CH:11]=[CH:12][C:13]([N+:20]([O-:22])=[O:21])=[C:14]([C:16]([F:17])([F:19])[F:18])[CH:15]=2)[CH2:6][CH2:5][NH:4][C:3]1=[O:8]. Reactant: [CH3:1][CH:2]1[NH:7][CH2:6][CH2:5][NH:4][C:3]1=[O:8].F[C:10]1[CH:11]=[CH:12][C:13]([N+:20]([O-:22])=[O:21])=[C:14]([C:16]([F:19])([F:18])[F:17])[CH:15]=1.C(N(CC)C(C)C)(C)C.